Dataset: Forward reaction prediction with 1.9M reactions from USPTO patents (1976-2016). Task: Predict the product of the given reaction. Given the reactants [OH:1][CH2:2][CH:3]1[C:15]2[CH:14]=[C:13]([NH:16]C(OC(C)(C)C)=O)[CH:12]=[CH:11][C:10]=2[C:9]2[C:4]1=[CH:5][CH:6]=[CH:7][CH:8]=2.Cl.CC(OC)(C)C, predict the reaction product. The product is: [OH:1][CH2:2][CH:3]1[C:15]2[CH:14]=[C:13]([NH2:16])[CH:12]=[CH:11][C:10]=2[C:9]2[C:4]1=[CH:5][CH:6]=[CH:7][CH:8]=2.